Predict the reaction yield, written as a fraction of the theoretical maximum amount of product (1.0 means a 100% yield; for example, 0.34 means a 34% yield). From a dataset of Reaction yield outcomes from USPTO patents with 853,638 reactions. (1) The reactants are [NH2:1][C:2]1[CH:3]=[C:4]([CH:21]=[CH:22][CH:23]=1)[O:5][C:6]1[CH:7]=[CH:8][C:9]2[N:10]([CH:12]=[C:13]([NH:15][C:16]([CH:18]3[CH2:20][CH2:19]3)=[O:17])[N:14]=2)[N:11]=1.[Cl:24][C:25]1[CH:33]=[CH:32][C:28]([C:29](O)=[O:30])=[CH:27][C:26]=1[C:34]([F:37])([F:36])[F:35].Cl.CN(C)CCCN=C=NCC.ON1C2C=CC=CC=2N=N1. The catalyst is CN(C)C=O.O. The product is [Cl:24][C:25]1[CH:33]=[CH:32][C:28]([C:29]([NH:1][C:2]2[CH:23]=[CH:22][CH:21]=[C:4]([O:5][C:6]3[CH:7]=[CH:8][C:9]4[N:10]([CH:12]=[C:13]([NH:15][C:16]([CH:18]5[CH2:20][CH2:19]5)=[O:17])[N:14]=4)[N:11]=3)[CH:3]=2)=[O:30])=[CH:27][C:26]=1[C:34]([F:35])([F:36])[F:37]. The yield is 0.770. (2) The reactants are [C:1]([C:3]([C:6]1[CH:7]=[C:8]([CH:12]=[CH:13][CH:14]=1)[C:9]([OH:11])=O)([CH3:5])[CH3:4])#[N:2].S(Cl)(Cl)=O.C1(C)C=CC=CC=1.[NH2:26][C:27]1[CH:28]=[C:29]([CH:46]=[CH:47][CH:48]=1)[O:30][C:31]1[CH:45]=[CH:44][C:34]2[N:35]=[C:36]([NH:38][C:39]([CH:41]3[CH2:43][CH2:42]3)=[O:40])[O:37][C:33]=2[CH:32]=1. The catalyst is CN(C)C1C=CN=CC=1.N1C=CC=CC=1. The product is [C:1]([C:3]([C:6]1[CH:7]=[C:8]([CH:12]=[CH:13][CH:14]=1)[C:9]([NH:26][C:27]1[CH:48]=[CH:47][CH:46]=[C:29]([O:30][C:31]2[CH:45]=[CH:44][C:34]3[N:35]=[C:36]([NH:38][C:39]([CH:41]4[CH2:42][CH2:43]4)=[O:40])[O:37][C:33]=3[CH:32]=2)[CH:28]=1)=[O:11])([CH3:4])[CH3:5])#[N:2]. The yield is 0.740. (3) The reactants are [F:1][C:2]([F:12])([F:11])[C:3]1[CH:8]=[CH:7][C:6]([NH:9][NH2:10])=[CH:5][CH:4]=1.[C:13]([OH:18])(=[O:17])[C:14]([CH3:16])=O. The catalyst is Cl. The product is [F:1][C:2]([F:11])([F:12])[C:3]1[CH:4]=[CH:5][C:6]([NH:9][N:10]=[C:14]([CH3:16])[C:13]([OH:18])=[O:17])=[CH:7][CH:8]=1. The yield is 0.890. (4) The reactants are [C:1]([C:5]1[N:6]([CH2:32][CH2:33][NH:34]C(=O)OC(C)(C)C)[C:7]2[C:12]([CH:13]=1)=[CH:11][C:10]([NH:14][C:15]([C:17]1([C:20]3[CH:30]=[CH:29][C:23]4[O:24][C:25]([F:28])([F:27])[O:26][C:22]=4[CH:21]=3)[CH2:19][CH2:18]1)=[O:16])=[C:9]([F:31])[CH:8]=2)([CH3:4])([CH3:3])[CH3:2].FC(F)(F)C(O)=O. The catalyst is ClCCl. The product is [NH2:34][CH2:33][CH2:32][N:6]1[C:7]2[C:12](=[CH:11][C:10]([NH:14][C:15]([C:17]3([C:20]4[CH:30]=[CH:29][C:23]5[O:24][C:25]([F:28])([F:27])[O:26][C:22]=5[CH:21]=4)[CH2:18][CH2:19]3)=[O:16])=[C:9]([F:31])[CH:8]=2)[CH:13]=[C:5]1[C:1]([CH3:4])([CH3:3])[CH3:2]. The yield is 0.820. (5) The reactants are [CH3:1][O:2][C:3]1[CH:8]=[C:7]([CH3:9])[CH:6]=[CH:5][C:4]=1[C:10]1([CH3:26])[NH:14][C:13](=[O:15])[N:12]([CH2:16][C:17](=[O:24])[C:18]2[CH:23]=[CH:22][CH:21]=[CH:20][CH:19]=2)[C:11]1=[O:25].[CH3:27]I. No catalyst specified. The product is [CH3:1][O:2][C:3]1[CH:8]=[C:7]([CH3:9])[CH:6]=[CH:5][C:4]=1[C:10]1([CH3:26])[N:14]([CH3:27])[C:13](=[O:15])[N:12]([CH2:16][C:17](=[O:24])[C:18]2[CH:19]=[CH:20][CH:21]=[CH:22][CH:23]=2)[C:11]1=[O:25]. The yield is 0.550. (6) The reactants are [Br:1][C:2]1[CH:7]=[CH:6][C:5]([NH:8][C:9]2[N:10]([CH3:32])[C:11](=[O:31])[C:12]([CH3:30])=[CH:13][C:14]=2[C:15]([NH:17][O:18][CH2:19][C@@H:20]([O:22][Si](C(C)(C)C)(C)C)[CH3:21])=[O:16])=[C:4]([F:33])[CH:3]=1.Cl. The catalyst is C1COCC1.CCOC(C)=O. The product is [Br:1][C:2]1[CH:7]=[CH:6][C:5]([NH:8][C:9]2[N:10]([CH3:32])[C:11](=[O:31])[C:12]([CH3:30])=[CH:13][C:14]=2[C:15]([NH:17][O:18][CH2:19][C@@H:20]([OH:22])[CH3:21])=[O:16])=[C:4]([F:33])[CH:3]=1. The yield is 0.690.